This data is from NCI-60 drug combinations with 297,098 pairs across 59 cell lines. The task is: Regression. Given two drug SMILES strings and cell line genomic features, predict the synergy score measuring deviation from expected non-interaction effect. (1) Drug 1: C1=C(C(=O)NC(=O)N1)F. Drug 2: C1=CN(C(=O)N=C1N)C2C(C(C(O2)CO)O)O.Cl. Cell line: M14. Synergy scores: CSS=48.3, Synergy_ZIP=-1.67, Synergy_Bliss=-0.313, Synergy_Loewe=1.98, Synergy_HSA=3.48. (2) Drug 1: C1CC(=O)NC(=O)C1N2CC3=C(C2=O)C=CC=C3N. Drug 2: CC(CN1CC(=O)NC(=O)C1)N2CC(=O)NC(=O)C2. Cell line: SF-295. Synergy scores: CSS=30.4, Synergy_ZIP=-9.91, Synergy_Bliss=-4.94, Synergy_Loewe=-3.37, Synergy_HSA=-0.718. (3) Drug 1: CS(=O)(=O)C1=CC(=C(C=C1)C(=O)NC2=CC(=C(C=C2)Cl)C3=CC=CC=N3)Cl. Drug 2: CN1C(=O)N2C=NC(=C2N=N1)C(=O)N. Cell line: SK-OV-3. Synergy scores: CSS=1.53, Synergy_ZIP=6.27, Synergy_Bliss=0.945, Synergy_Loewe=-2.73, Synergy_HSA=-1.56. (4) Drug 1: C1=CC(=CC=C1CCCC(=O)O)N(CCCl)CCCl. Drug 2: CC(C)(C#N)C1=CC(=CC(=C1)CN2C=NC=N2)C(C)(C)C#N. Cell line: SK-MEL-2. Synergy scores: CSS=1.90, Synergy_ZIP=-4.09, Synergy_Bliss=-6.09, Synergy_Loewe=-5.99, Synergy_HSA=-5.99. (5) Drug 1: C1=NC2=C(N1)C(=S)N=C(N2)N. Drug 2: CC1C(C(CC(O1)OC2CC(OC(C2O)C)OC3=CC4=CC5=C(C(=O)C(C(C5)C(C(=O)C(C(C)O)O)OC)OC6CC(C(C(O6)C)O)OC7CC(C(C(O7)C)O)OC8CC(C(C(O8)C)O)(C)O)C(=C4C(=C3C)O)O)O)O. Cell line: SK-MEL-2. Synergy scores: CSS=13.2, Synergy_ZIP=-4.77, Synergy_Bliss=-0.514, Synergy_Loewe=-3.05, Synergy_HSA=-2.39. (6) Drug 1: C1=CC(=CC=C1C#N)C(C2=CC=C(C=C2)C#N)N3C=NC=N3. Drug 2: CC1C(C(CC(O1)OC2CC(CC3=C2C(=C4C(=C3O)C(=O)C5=CC=CC=C5C4=O)O)(C(=O)C)O)N)O. Cell line: OVCAR-5. Synergy scores: CSS=45.8, Synergy_ZIP=3.31, Synergy_Bliss=-0.965, Synergy_Loewe=0.391, Synergy_HSA=4.57. (7) Drug 1: C1=NC2=C(N1)C(=S)N=C(N2)N. Drug 2: CC1=C(N=C(N=C1N)C(CC(=O)N)NCC(C(=O)N)N)C(=O)NC(C(C2=CN=CN2)OC3C(C(C(C(O3)CO)O)O)OC4C(C(C(C(O4)CO)O)OC(=O)N)O)C(=O)NC(C)C(C(C)C(=O)NC(C(C)O)C(=O)NCCC5=NC(=CS5)C6=NC(=CS6)C(=O)NCCC[S+](C)C)O. Cell line: A498. Synergy scores: CSS=10.8, Synergy_ZIP=-4.84, Synergy_Bliss=-0.00953, Synergy_Loewe=-3.26, Synergy_HSA=-1.49.